The task is: Predict which catalyst facilitates the given reaction.. This data is from Catalyst prediction with 721,799 reactions and 888 catalyst types from USPTO. Reactant: Cl[Al](Cl)Cl.[NH2:5][C:6]1[N:7]=[C:8]([S:19][CH3:20])[S:9][C:10]=1[C:11]([C:13]1[CH:18]=[CH:17][CH:16]=[CH:15][CH:14]=1)=O.[C:21]1(=O)[CH2:26][CH2:25][CH2:24][CH2:23][CH2:22]1. Product: [CH3:20][S:19][C:8]1[S:9][C:10]2[C:6]([N:7]=1)=[N:5][C:14]1[CH2:15][CH2:16][CH2:17][CH2:18][C:13]=1[C:11]=2[C:21]1[CH:26]=[CH:25][CH:24]=[CH:23][CH:22]=1. The catalyst class is: 10.